Dataset: Full USPTO retrosynthesis dataset with 1.9M reactions from patents (1976-2016). Task: Predict the reactants needed to synthesize the given product. (1) Given the product [CH3:24][CH:25]([CH3:28])[C:26]#[C:27][C:7]1[CH:12]=[CH:11][C:10]([N+:13]([O-:15])=[O:14])=[CH:9][C:8]=1[NH:16][C:17](=[O:21])[CH2:18][CH2:19][CH3:20], predict the reactants needed to synthesize it. The reactants are: FC(F)(F)S(O[C:7]1[CH:12]=[CH:11][C:10]([N+:13]([O-:15])=[O:14])=[CH:9][C:8]=1[NH:16][C:17](=[O:21])[CH2:18][CH2:19][CH3:20])(=O)=O.[CH3:24][CH:25]([CH3:28])[C:26]#[CH:27]. (2) Given the product [CH3:10][O:9][C:7](=[O:8])[C:6]1[CH:11]=[C:2]([O:1][C:35]2[CH:34]=[CH:33][C:32]([N+:38]([O-:40])=[O:39])=[C:31]([NH:30][CH2:23][C:24]3[CH:29]=[CH:28][CH:27]=[CH:26][CH:25]=3)[CH:36]=2)[CH:3]=[CH:4][C:5]=1[NH:12][S:13]([C:16]1[CH:21]=[CH:20][C:19]([CH3:22])=[CH:18][CH:17]=1)(=[O:15])=[O:14], predict the reactants needed to synthesize it. The reactants are: [OH:1][C:2]1[CH:3]=[CH:4][C:5]([NH:12][S:13]([C:16]2[CH:21]=[CH:20][C:19]([CH3:22])=[CH:18][CH:17]=2)(=[O:15])=[O:14])=[C:6]([CH:11]=1)[C:7]([O:9][CH3:10])=[O:8].[CH2:23]([NH:30][C:31]1[CH:36]=[C:35](F)[CH:34]=[CH:33][C:32]=1[N+:38]([O-:40])=[O:39])[C:24]1[CH:29]=[CH:28][CH:27]=[CH:26][CH:25]=1.C(=O)([O-])[O-].[K+].[K+]. (3) The reactants are: CS(C)=O.[CH3:5][C:6]1([CH3:24])[CH2:10][C:9]2[C:11]([CH3:23])=[C:12]([N:17]3[CH2:22][CH2:21][NH:20][CH2:19][CH2:18]3)[C:13]([CH3:16])=[C:14]([CH3:15])[C:8]=2[O:7]1.Br[C:26]1[N:31]=[CH:30][CH:29]=[CH:28][N:27]=1.C(N(C(C)C)CC)(C)C. Given the product [CH3:5][C:6]1([CH3:24])[CH2:10][C:9]2[C:11]([CH3:23])=[C:12]([N:17]3[CH2:18][CH2:19][N:20]([C:26]4[N:31]=[CH:30][CH:29]=[CH:28][N:27]=4)[CH2:21][CH2:22]3)[C:13]([CH3:16])=[C:14]([CH3:15])[C:8]=2[O:7]1, predict the reactants needed to synthesize it. (4) Given the product [CH3:30][O:29][C:17]1[CH:18]=[C:19]([N:22]2[CH2:27][CH2:26][N:25]([CH3:28])[CH2:24][CH2:23]2)[CH:20]=[CH:21][C:16]=1[NH:15][C:12]1[S:11][C:10]([C:8]([C:4]2[CH:3]=[C:2]([NH:1][C:40](=[O:43])[CH:41]=[CH2:42])[CH:7]=[CH:6][CH:5]=2)=[O:9])=[N:14][N:13]=1, predict the reactants needed to synthesize it. The reactants are: [NH2:1][C:2]1[CH:3]=[C:4]([C:8]([C:10]2[S:11][C:12]([NH:15][C:16]3[CH:21]=[CH:20][C:19]([N:22]4[CH2:27][CH2:26][N:25]([CH3:28])[CH2:24][CH2:23]4)=[CH:18][C:17]=3[O:29][CH3:30])=[N:13][N:14]=2)=[O:9])[CH:5]=[CH:6][CH:7]=1.CCN(C(C)C)C(C)C.[C:40](Cl)(=[O:43])[CH:41]=[CH2:42].